From a dataset of Full USPTO retrosynthesis dataset with 1.9M reactions from patents (1976-2016). Predict the reactants needed to synthesize the given product. (1) Given the product [CH3:1][C:2]1[O:6][N:5]=[C:4]([C:7]2[CH:12]=[CH:11][CH:10]=[CH:9][CH:8]=2)[C:3]=1[C:13]1[O:14][C:17]([C:18]2[CH:23]=[CH:22][N:21]=[CH:20][CH:19]=2)=[N:16][N:15]=1, predict the reactants needed to synthesize it. The reactants are: [CH3:1][C:2]1[O:6][N:5]=[C:4]([C:7]2[CH:12]=[CH:11][CH:10]=[CH:9][CH:8]=2)[C:3]=1[C:13]([NH:15][NH2:16])=[O:14].[C:17](O)(=O)[C:18]1[CH:23]=[CH:22][N:21]=[CH:20][CH:19]=1. (2) Given the product [C:34]([NH:38][C:24]([C:23]1[CH:22]=[C:21]([C:9]2[N:8]([CH2:7][CH:1]3[CH2:2][CH2:3][CH2:4][CH2:5][CH2:6]3)[C:12]([CH3:13])=[C:11]([C:14]([NH:15][CH:16]3[CH2:19][O:18][CH2:17]3)=[O:20])[CH:10]=2)[CH:29]=[C:28]([C:30]([F:33])([F:32])[F:31])[CH:27]=1)=[O:25])([CH3:37])([CH3:36])[CH3:35], predict the reactants needed to synthesize it. The reactants are: [CH:1]1([CH2:7][N:8]2[C:12]([CH3:13])=[C:11]([C:14](=[O:20])[NH:15][CH:16]3[CH2:19][O:18][CH2:17]3)[CH:10]=[C:9]2[C:21]2[CH:22]=[C:23]([CH:27]=[C:28]([C:30]([F:33])([F:32])[F:31])[CH:29]=2)[C:24](O)=[O:25])[CH2:6][CH2:5][CH2:4][CH2:3][CH2:2]1.[C:34]([NH2:38])([CH3:37])([CH3:36])[CH3:35].CN(C(ON1N=NC2C=CC=NC1=2)=[N+](C)C)C.F[P-](F)(F)(F)(F)F.CCN(C(C)C)C(C)C.